Dataset: Peptide-MHC class II binding affinity with 134,281 pairs from IEDB. Task: Regression. Given a peptide amino acid sequence and an MHC pseudo amino acid sequence, predict their binding affinity value. This is MHC class II binding data. (1) The peptide sequence is KSSVITLNTNAELFNQSDY. The MHC is DRB1_1101 with pseudo-sequence DRB1_1101. The binding affinity (normalized) is 0.169. (2) The peptide sequence is MRNVFDDVVPADFKV. The MHC is DRB1_1101 with pseudo-sequence DRB1_1101. The binding affinity (normalized) is 0.139. (3) The MHC is DRB1_0301 with pseudo-sequence DRB1_0301. The peptide sequence is HLAEENEGDNACKRT. The binding affinity (normalized) is 0. (4) The peptide sequence is TNISKEHDGECKETV. The MHC is HLA-DQA10401-DQB10402 with pseudo-sequence HLA-DQA10401-DQB10402. The binding affinity (normalized) is 0.304. (5) The peptide sequence is FLFQRAVAREAIIAL. The MHC is HLA-DQA10301-DQB10302 with pseudo-sequence HLA-DQA10301-DQB10302. The binding affinity (normalized) is 0.187. (6) The peptide sequence is RLKGKSCDDWLGGSV. The MHC is DRB4_0101 with pseudo-sequence DRB4_0103. The binding affinity (normalized) is 0.319. (7) The binding affinity (normalized) is 0. The peptide sequence is GSRAIWYMWLGARYLHHHHHH. The MHC is DRB3_0101 with pseudo-sequence DRB3_0101.